From a dataset of Full USPTO retrosynthesis dataset with 1.9M reactions from patents (1976-2016). Predict the reactants needed to synthesize the given product. (1) Given the product [C:1]([C:3]1[CH:4]=[C:5]2[C:10](=[CH:11][C:12]=1[O:13][CH2:43][CH:40]1[CH2:41][CH2:42][N:37]([O:27][C:24]([O:26][C:3]([CH3:4])([CH3:12])[CH3:1])=[O:25])[CH2:38][CH2:39]1)[N:9]=[CH:8][CH:7]=[C:6]2[O:14][C:15]1[CH:16]=[C:17]2[C:21](=[CH:22][CH:23]=1)[NH:20][CH:19]=[CH:18]2)#[N:2], predict the reactants needed to synthesize it. The reactants are: [C:1]([C:3]1[CH:4]=[C:5]2[C:10](=[CH:11][C:12]=1[OH:13])[N:9]=[CH:8][CH:7]=[C:6]2[O:14][C:15]1[CH:16]=[C:17]2[C:21](=[CH:22][CH:23]=1)[NH:20][CH:19]=[CH:18]2)#[N:2].[C:24](=[O:27])([O-:26])[O-:25].[K+].[K+].C(OC([N:37]1[CH2:42][CH2:41][CH:40]([CH2:43]Br)[CH2:39][CH2:38]1)=O)(C)(C)C.O. (2) Given the product [CH2:31]([O:30][C:27]1[CH:28]=[CH:29][C:24]([S:21]([C:6]2([C:4]([OH:5])=[O:3])[CH2:7][CH2:8][N:9]([CH2:12][C:13]3[CH:14]=[CH:15][C:16]([O:19][CH3:20])=[CH:17][CH:18]=3)[CH2:10][CH2:11]2)(=[O:22])=[O:23])=[CH:25][CH:26]=1)[C:32]#[C:33][CH3:34], predict the reactants needed to synthesize it. The reactants are: C([O:3][C:4]([C:6]1([S:21]([C:24]2[CH:29]=[CH:28][C:27]([O:30][CH2:31][C:32]#[C:33][CH3:34])=[CH:26][CH:25]=2)(=[O:23])=[O:22])[CH2:11][CH2:10][N:9]([CH2:12][C:13]2[CH:18]=[CH:17][C:16]([O:19][CH3:20])=[CH:15][CH:14]=2)[CH2:8][CH2:7]1)=[O:5])C. (3) Given the product [Br:1][C:2]1[CH:7]=[CH:6][C:5]([C:8](=[C:18]2[CH2:24][CH2:23][CH2:22][CH2:21][CH2:20][CH2:19]2)[C:10]2[CH:11]=[C:12]([OH:16])[CH:13]=[CH:14][CH:15]=2)=[CH:4][C:3]=1[F:17], predict the reactants needed to synthesize it. The reactants are: [Br:1][C:2]1[CH:7]=[CH:6][C:5]([C:8]([C:10]2[CH:15]=[CH:14][CH:13]=[C:12]([OH:16])[CH:11]=2)=O)=[CH:4][C:3]=1[F:17].[C:18]1(=O)[CH2:24][CH2:23][CH2:22][CH2:21][CH2:20][CH2:19]1.